Predict which catalyst facilitates the given reaction. From a dataset of Catalyst prediction with 721,799 reactions and 888 catalyst types from USPTO. (1) Reactant: P(Cl)(Cl)(Cl)=O.[F:6][C:7]1[CH:12]=[CH:11][C:10]([N:13]2[CH:18]=[CH:17][N:16]=[C:15]([N:19](O)[C:20](=[NH:29])[CH2:21][O:22][C:23]3[CH:28]=[CH:27][CH:26]=[CH:25][CH:24]=3)[C:14]2=[O:31])=[CH:9][CH:8]=1.C([O-])([O-])=O.[Na+].[Na+]. Product: [F:6][C:7]1[CH:12]=[CH:11][C:10]([N:13]2[CH:18]=[CH:17][N:16]3[N:29]=[C:20]([CH2:21][O:22][C:23]4[CH:28]=[CH:27][CH:26]=[CH:25][CH:24]=4)[N:19]=[C:15]3[C:14]2=[O:31])=[CH:9][CH:8]=1. The catalyst class is: 1. (2) Reactant: [CH:1]1([C:4]2[CH:9]=[CH:8][N:7]=[C:6]([NH:10][C:11]3[CH:16]=[C:15]([C:17]4[S:21][CH:20]=[N:19][CH:18]=4)[CH:14]=[C:13]([CH3:22])[CH:12]=3)[N:5]=2)[CH2:3][CH2:2]1.[Li+].CC([N-]C(C)C)C.[C:31]1(=[N:35][S:36]([C:38]([CH3:41])([CH3:40])[CH3:39])=[O:37])[CH2:34][CH2:33][CH2:32]1. Product: [CH:1]1([C:4]2[CH:9]=[CH:8][N:7]=[C:6]([NH:10][C:11]3[CH:16]=[C:15]([C:17]4[S:21][C:20]([C:31]5([NH:35][S:36]([C:38]([CH3:41])([CH3:40])[CH3:39])=[O:37])[CH2:32][CH2:33][CH2:34]5)=[N:19][CH:18]=4)[CH:14]=[C:13]([CH3:22])[CH:12]=3)[N:5]=2)[CH2:3][CH2:2]1. The catalyst class is: 7. (3) Reactant: Br[CH2:2][C:3]([O:5][CH3:6])=[O:4].C(OC(=O)[NH:16][CH:17]([CH3:31])[CH2:18][N:19]1[C:27]2[C:22](=[CH:23][CH:24]=[C:25]([OH:30])[C:26]=2[CH:28]=O)[CH:21]=[N:20]1)C1C=CC=CC=1.C([O-])([O-])=O.[K+].[K+]. Product: [CH3:6][O:5][C:3]([C:2]1[O:30][C:25]2=[CH:24][CH:23]=[C:22]3[C:27]([N:19]([CH2:18][C@@H:17]([NH2:16])[CH3:31])[N:20]=[CH:21]3)=[C:26]2[CH:28]=1)=[O:4]. The catalyst class is: 37. (4) Reactant: [CH:1]1([NH2:9])[CH2:8][CH2:7][CH2:6][CH2:5][CH2:4][CH2:3][CH2:2]1.Cl[C:11]1[C:12]2[CH:20]=[C:19]([F:21])[N:18]=[CH:17][C:13]=2[N:14]=[CH:15][N:16]=1.C(N(C(C)C)CC)(C)C. Product: [CH:1]1([NH:9][C:11]2[C:12]3[CH:20]=[C:19]([F:21])[N:18]=[CH:17][C:13]=3[N:14]=[CH:15][N:16]=2)[CH2:8][CH2:7][CH2:6][CH2:5][CH2:4][CH2:3][CH2:2]1. The catalyst class is: 4.